Dataset: Forward reaction prediction with 1.9M reactions from USPTO patents (1976-2016). Task: Predict the product of the given reaction. (1) Given the reactants [NH2:1][C:2]1[CH:7]=[C:6]([C:8]([F:11])([F:10])[F:9])[CH:5]=[CH:4][C:3]=1[OH:12].[F:13][C:14]1[CH:22]=[CH:21][C:20]([N+:23]([O-:25])=[O:24])=[CH:19][C:15]=1[C:16](Cl)=[O:17], predict the reaction product. The product is: [OH:12][C:3]1[CH:4]=[CH:5][C:6]([C:8]([F:9])([F:10])[F:11])=[CH:7][C:2]=1[NH:1][C:16](=[O:17])[C:15]1[CH:19]=[C:20]([N+:23]([O-:25])=[O:24])[CH:21]=[CH:22][C:14]=1[F:13]. (2) Given the reactants C(OC(N[C@H:9]([CH2:15][C:16]1[CH:21]=[CH:20][CH:19]=[CH:18][CH:17]=1)[C@@H:10]([OH:14])[C:11]([OH:13])=[O:12])=O)(C)(C)C.[CH2:22](O)[CH2:23][CH2:24][CH3:25].O1CCOCC1.[Cl:33][C:34]1[N:39]=[N:38][C:37]([C:40]([OH:42])=O)=[CH:36][CH:35]=1.CC[N:45](C(C)C)C(C)C.CN(C(ON1N=NC2C=CC=NC1=2)=[N+](C)C)C.F[P-](F)(F)(F)(F)F, predict the reaction product. The product is: [CH2:22]([O:13][C:11](=[O:12])[C:10]([NH:45][C:40]([C:37]1[N:38]=[N:39][C:34]([Cl:33])=[CH:35][CH:36]=1)=[O:42])([OH:14])[CH2:9][CH2:15][C:16]1[CH:17]=[CH:18][CH:19]=[CH:20][CH:21]=1)[CH2:23][CH2:24][CH3:25]. (3) The product is: [CH2:8]([CH:9]1[CH2:10][O:19]1)[CH2:7][C:1]1[CH:6]=[CH:5][CH:4]=[CH:3][CH:2]=1. Given the reactants [C:1]1([CH2:7][CH2:8][CH:9]=[CH2:10])[CH:6]=[CH:5][CH:4]=[CH:3][CH:2]=1.C1C=C(Cl)C=C(C(OO)=[O:19])C=1.C([O-])([O-])=O.[K+].[K+], predict the reaction product.